From a dataset of Full USPTO retrosynthesis dataset with 1.9M reactions from patents (1976-2016). Predict the reactants needed to synthesize the given product. (1) Given the product [CH:22]1([O:21][C:3]2[CH:4]=[C:5]([CH:19]=[CH:20][C:2]=2[B:28]2[O:29][C:30]([CH3:32])([CH3:31])[C:26]([CH3:42])([CH3:25])[O:27]2)[C:6]([NH:8][C:9]2[CH:13]=[C:12]([C:14]([F:17])([F:16])[F:15])[N:11]([CH3:18])[N:10]=2)=[O:7])[CH2:24][CH2:23]1, predict the reactants needed to synthesize it. The reactants are: Br[C:2]1[CH:20]=[CH:19][C:5]([C:6]([NH:8][C:9]2[CH:13]=[C:12]([C:14]([F:17])([F:16])[F:15])[N:11]([CH3:18])[N:10]=2)=[O:7])=[CH:4][C:3]=1[O:21][CH:22]1[CH2:24][CH2:23]1.[CH3:25][C:26]1([CH3:42])[C:30]([CH3:32])([CH3:31])[O:29][B:28]([B:28]2[O:29][C:30]([CH3:32])([CH3:31])[C:26]([CH3:42])([CH3:25])[O:27]2)[O:27]1.C([O-])(=O)C.[K+]. (2) Given the product [N:18]1([C:9]([O:11][C:12]([CH3:13])([CH3:14])[CH3:15])=[O:10])[CH2:17][CH2:16][C@H:19]1[C:20]([OH:22])=[O:21], predict the reactants needed to synthesize it. The reactants are: [C:9](O[C:9]([O:11][C:12]([CH3:15])([CH3:14])[CH3:13])=[O:10])([O:11][C:12]([CH3:15])([CH3:14])[CH3:13])=[O:10].[CH2:16]1[C@@H:19]([C:20]([OH:22])=[O:21])[NH:18][CH2:17]1.C(=O)([O-])[O-].[Na+].[Na+]. (3) Given the product [C:1]([C:3]1[C:4]([N:19]2[CH2:24][CH2:23][CH:22]([C:25]([O:27][C:28]([CH3:31])([CH3:30])[CH3:29])=[O:26])[CH2:21][CH2:20]2)=[N:5][C:6]([CH2:12][N:13]2[CH2:17][CH2:16][CH2:15][C:14]2=[O:18])=[C:7]([C:9](=[O:10])[NH:32][CH2:33][CH:34]([OH:37])[CH2:35][CH3:36])[CH:8]=1)#[N:2], predict the reactants needed to synthesize it. The reactants are: [C:1]([C:3]1[C:4]([N:19]2[CH2:24][CH2:23][CH:22]([C:25]([O:27][C:28]([CH3:31])([CH3:30])[CH3:29])=[O:26])[CH2:21][CH2:20]2)=[N:5][C:6]([CH2:12][N:13]2[CH2:17][CH2:16][CH2:15][C:14]2=[O:18])=[C:7]([C:9](F)=[O:10])[CH:8]=1)#[N:2].[NH2:32][CH2:33][CH:34]([OH:37])[CH2:35][CH3:36].CCN(C(C)C)C(C)C. (4) Given the product [CH2:13]([O:15][CH:16]([O:19][CH2:20][CH3:21])[CH2:17][NH:18][CH2:7][C:6]1[CH:9]=[CH:10][CH:11]=[C:4]([O:3][CH2:1][CH3:2])[C:5]=1[OH:12])[CH3:14], predict the reactants needed to synthesize it. The reactants are: [CH2:1]([O:3][C:4]1[C:5]([OH:12])=[C:6]([CH:9]=[CH:10][CH:11]=1)[CH:7]=O)[CH3:2].[CH2:13]([O:15][CH:16]([O:19][CH2:20][CH3:21])[CH2:17][NH2:18])[CH3:14].C([BH3-])#N.[Na+]. (5) Given the product [F:3][C:4]1[CH:9]=[C:8]([F:10])[CH:7]=[CH:6][C:5]=1[O:11][C:13]1[CH:18]=[C:17]([N+:19]([O-:21])=[O:20])[C:16]([CH3:22])=[CH:15][N+:14]=1[O-:23], predict the reactants needed to synthesize it. The reactants are: [H-].[Na+].[F:3][C:4]1[CH:9]=[C:8]([F:10])[CH:7]=[CH:6][C:5]=1[OH:11].Cl[C:13]1[CH:18]=[C:17]([N+:19]([O-:21])=[O:20])[C:16]([CH3:22])=[CH:15][N+:14]=1[O-:23]. (6) The reactants are: [Cl:1][C:2]1[C:3]2[CH:13]=[CH:12][CH:11]=[CH:10][C:4]=2[S:5][C:6]=1[C:7](O)=[O:8].[H-].[H-].[H-].[H-].[Li+].[Al+3]. Given the product [Cl:1][C:2]1[C:3]2[CH:13]=[CH:12][CH:11]=[CH:10][C:4]=2[S:5][C:6]=1[CH2:7][OH:8], predict the reactants needed to synthesize it.